Dataset: Reaction yield outcomes from USPTO patents with 853,638 reactions. Task: Predict the reaction yield, written as a fraction of the theoretical maximum amount of product (1.0 means a 100% yield; for example, 0.34 means a 34% yield). (1) The reactants are [Cl:1][C:2]1[CH:7]=[CH:6][C:5]([CH:8]2[C:17](=O)[C:16]3[C:15]([C:19]([O:21]CC)=O)=[CH:14][CH:13]=[CH:12][C:11]=3[NH:10][CH:9]2[C:24]2[CH:29]=[CH:28][C:27]([CH2:30][N:31]([CH3:33])[CH3:32])=[CH:26][CH:25]=2)=[CH:4][CH:3]=1.O.[NH2:35][NH2:36].C(O)=O. The product is [Cl:1][C:2]1[CH:7]=[CH:6][C:5]([CH:8]2[C:17]3=[N:35][NH:36][C:19](=[O:21])[C:15]4[CH:14]=[CH:13][CH:12]=[C:11]([C:16]=43)[NH:10][CH:9]2[C:24]2[CH:29]=[CH:28][C:27]([CH2:30][N:31]([CH3:33])[CH3:32])=[CH:26][CH:25]=2)=[CH:4][CH:3]=1. The yield is 0.140. The catalyst is CO. (2) The reactants are [CH3:1][C:2]1[CH:7]=[C:6]([CH3:8])[CH:5]=[C:4]([CH3:9])[N:3]=1.C([O-])(=O)C.[Na+].[N+:15]([C:18]1[CH:27]=[CH:26][C:21](/[CH:22]=[CH:23]/[CH:24]=O)=[CH:20][CH:19]=1)([O-:17])=[O:16]. The catalyst is C(OC(=O)C)(=O)C. The product is [CH3:1][C:2]1[CH:7]=[C:6]([CH3:8])[CH:5]=[C:4]([CH:9]=[CH:24][CH:23]=[CH:22][C:21]2[CH:26]=[CH:27][C:18]([N+:15]([O-:17])=[O:16])=[CH:19][CH:20]=2)[N:3]=1. The yield is 0.510. (3) The reactants are [CH2:1]([O:3][C:4](=[O:32])[CH2:5][C:6]1([NH:17][S:18]([C:21]2[CH:26]=[CH:25][C:24]([CH2:27][CH2:28][CH2:29][CH2:30][CH3:31])=[CH:23][CH:22]=2)(=[O:20])=[O:19])[CH2:9][N:8](C(OC(C)(C)C)=O)[CH2:7]1)[CH3:2].C(O)(C(F)(F)F)=O. The catalyst is C(Cl)Cl. The product is [CH2:27]([C:24]1[CH:23]=[CH:22][C:21]([S:18]([NH:17][C:6]2([CH2:5][C:4]([O:3][CH2:1][CH3:2])=[O:32])[CH2:9][NH:8][CH2:7]2)(=[O:20])=[O:19])=[CH:26][CH:25]=1)[CH2:28][CH2:29][CH2:30][CH3:31]. The yield is 0.840. (4) The reactants are [OH:1][C:2]1([C:10]#[N:11])[CH:7]2[CH2:8][CH2:9][N:4]([CH2:5][CH2:6]2)[CH2:3]1.C(N(CC)CC)C.[N:19]([C:22]([C:25]1[CH:30]=[CH:29][CH:28]=[C:27]([C:31]([CH3:33])=[CH2:32])[CH:26]=1)([CH3:24])[CH3:23])=[C:20]=[O:21]. The catalyst is C(#N)C.O1CCOCC1. The product is [CH2:32]=[C:31]([C:27]1[CH:26]=[C:25]([C:22]([NH:19][C:20](=[O:21])[O:1][C:2]2([C:10]#[N:11])[CH:7]3[CH2:8][CH2:9][N:4]([CH2:5][CH2:6]3)[CH2:3]2)([CH3:24])[CH3:23])[CH:30]=[CH:29][CH:28]=1)[CH3:33]. The yield is 0.650. (5) The reactants are COC1C=CC(C[N:8]2[C:17](=[O:18])[C:16]3[C:11](=[CH:12][CH:13]=[C:14]([CH2:19][C:20]4[N:24]5[N:25]=[C:26]([C:29]6[CH:30]=[N:31][CH:32]=[CH:33][CH:34]=6)[CH:27]=[CH:28][C:23]5=[N:22][N:21]=4)[CH:15]=3)[N:10]=[CH:9]2)=CC=1.FC(F)(F)C(O)=O.C1(OC)C=CC=CC=1. No catalyst specified. The product is [N:31]1[CH:32]=[CH:33][CH:34]=[C:29]([C:26]2[CH:27]=[CH:28][C:23]3[N:24]([C:20]([CH2:19][C:14]4[CH:15]=[C:16]5[C:11](=[CH:12][CH:13]=4)[N:10]=[CH:9][NH:8][C:17]5=[O:18])=[N:21][N:22]=3)[N:25]=2)[CH:30]=1. The yield is 0.350. (6) The reactants are ClCC1N(C[C@H]2CCCN(C(OC(C)(C)C)=O)C2)C2C=CC=CC=2N=1.CN[C@H]1C2N=CC=CC=2CCC1.[CH3:38][N:39]([CH2:50][C:51]1[N:55]([CH2:56][C@@H:57]2[CH2:62][CH2:61][CH2:60][N:59]([C:63]([O:65][C:66]([CH3:69])([CH3:68])[CH3:67])=[O:64])[CH2:58]2)[C:54]2[CH:70]=[CH:71][CH:72]=[CH:73][C:53]=2[N:52]=1)[C@@H:40]1[C:49]2[N:48]=[CH:47][CH:46]=[CH:45][C:44]=2[CH2:43][CH2:42][CH2:41]1. No catalyst specified. The product is [CH3:38][N:39]([CH2:50][C:51]1[N:55]([CH2:56][C@H:57]2[CH2:62][CH2:61][CH2:60][N:59]([C:63]([O:65][C:66]([CH3:69])([CH3:67])[CH3:68])=[O:64])[CH2:58]2)[C:54]2[CH:70]=[CH:71][CH:72]=[CH:73][C:53]=2[N:52]=1)[C@H:40]1[C:49]2[N:48]=[CH:47][CH:46]=[CH:45][C:44]=2[CH2:43][CH2:42][CH2:41]1. The yield is 0.700.